From a dataset of Full USPTO retrosynthesis dataset with 1.9M reactions from patents (1976-2016). Predict the reactants needed to synthesize the given product. (1) Given the product [OH:12][C:13]1[CH:14]=[C:15]2[C:19](=[CH:20][C:21]=1[CH:22]([CH3:24])[CH3:23])[NH:18][C:17](=[O:25])[C:16]2=[O:26].[OH:12][C:13]1[CH:14]=[C:15]2[C:19](=[CH:20][C:21]=1[CH:22]([CH3:24])[CH3:23])[NH:18][C:17](=[O:25])[C:16]2=[N:34][NH:33][C:32]1[CH:31]=[CH:30][C:29]([S:35]([NH2:38])(=[O:36])=[O:37])=[CH:28][CH:27]=1, predict the reactants needed to synthesize it. The reactants are: C(C1C=C(C=CC=1O)N)(C)C.[OH:12][C:13]1[CH:14]=[C:15]2[C:19](=[CH:20][C:21]=1[CH:22]([CH3:24])[CH3:23])[NH:18][C:17](=[O:25])[C:16]2=[O:26].[CH:27]1[C:32]([NH:33][NH2:34])=[CH:31][CH:30]=[C:29]([S:35]([NH2:38])(=[O:37])=[O:36])[CH:28]=1.Cl. (2) Given the product [C:32]([C:35]1[CH:40]=[C:39]([CH:38]=[CH:37][CH:36]=1)[O:31][CH:10]([C:6]1[CH:5]=[C:4]2[C:9](=[CH:8][CH:7]=1)[CH2:1][CH2:2][CH2:3]2)[CH2:11][CH2:12][N:13]1[CH2:14][CH2:15][CH:16]([C:19]2[CH:20]=[C:21]([NH:25][C:26](=[O:30])[CH:27]([CH3:28])[CH3:29])[CH:22]=[CH:23][CH:24]=2)[CH2:17][CH2:18]1)(=[O:34])[CH3:33], predict the reactants needed to synthesize it. The reactants are: [CH2:1]1[C:9]2[C:4](=[CH:5][C:6]([CH:10]([OH:31])[CH2:11][CH2:12][N:13]3[CH2:18][CH2:17][CH:16]([C:19]4[CH:20]=[C:21]([NH:25][C:26](=[O:30])[CH:27]([CH3:29])[CH3:28])[CH:22]=[CH:23][CH:24]=4)[CH2:15][CH2:14]3)=[CH:7][CH:8]=2)[CH2:3][CH2:2]1.[C:32]([C:35]1[CH:36]=[C:37](O)[CH:38]=[CH:39][CH:40]=1)(=[O:34])[CH3:33]. (3) The reactants are: [Cl:1][C:2]1[CH:7]=[CH:6][C:5]([C:8]#N)=[CH:4][N:3]=1.[H-].C([Al+]CC(C)C)C(C)C.CO.S(=O)(=O)(O)[OH:23]. Given the product [Cl:1][C:2]1[CH:7]=[CH:6][C:5]([CH:8]=[O:23])=[CH:4][N:3]=1, predict the reactants needed to synthesize it. (4) Given the product [CH3:31][N:7]1[CH:8]=[C:9]([NH:10][C:11]([C:13]2[CH:18]=[CH:17][CH:16]=[C:15]([C:19]3[CH:20]=[N:21][NH:22][CH:23]=3)[N:14]=2)=[O:12])[C:5]([C:3]([O-:4])=[O:2])=[N:6]1.[Li+:34], predict the reactants needed to synthesize it. The reactants are: C[O:2][C:3]([C:5]1[C:9]([NH:10][C:11]([C:13]2[CH:18]=[CH:17][CH:16]=[C:15]([C:19]3[CH:20]=[N:21][N:22](C(OC(C)(C)C)=O)[CH:23]=3)[N:14]=2)=[O:12])=[CH:8][N:7]([CH3:31])[N:6]=1)=[O:4].O.[OH-].[Li+:34].